Dataset: Forward reaction prediction with 1.9M reactions from USPTO patents (1976-2016). Task: Predict the product of the given reaction. (1) Given the reactants C[Si](Br)(C)C.C(OC([N:13]1[CH2:18][CH2:17][CH2:16][C@H:15]2[CH2:19][N:20]([C:22]3[C:31]([O:32][CH3:33])=[C:30]4[C:25]([C:26](=[O:61])[C:27]([C:37]([O:39][CH2:40][C:41](=[O:60])[NH:42][CH:43]([P:52]([O:57]CC)([O:54]CC)=[O:53])[P:44]([O:49]CC)([O:46]CC)=[O:45])=[O:38])=[CH:28][N:29]4[CH:34]4[CH2:36][CH2:35]4)=[CH:24][C:23]=3[F:62])[CH2:21][C@@H:14]12)=O)(C)(C)C, predict the reaction product. The product is: [CH:34]1([N:29]2[C:30]3[C:25](=[CH:24][C:23]([F:62])=[C:22]([N:20]4[CH2:19][C@H:15]5[C@H:14]([NH:13][CH2:18][CH2:17][CH2:16]5)[CH2:21]4)[C:31]=3[O:32][CH3:33])[C:26](=[O:61])[C:27]([C:37]([O:39][CH2:40][C:41](=[O:60])[NH:42][CH:43]([P:52]([OH:57])([OH:54])=[O:53])[P:44]([OH:46])([OH:49])=[O:45])=[O:38])=[CH:28]2)[CH2:36][CH2:35]1. (2) Given the reactants Br[C:2]1[CH:7]=[CH:6][CH:5]=[CH:4][C:3]=1[C:8]1[CH:13]=[CH:12][C:11]([CH2:14][N:15]2[C:23]3[C:18](=[CH:19][CH:20]=[CH:21][CH:22]=3)[CH:17]=[CH:16]2)=[CH:10][CH:9]=1.C(B(CC)[C:27]1[CH:28]=[N:29][CH:30]=[CH:31][CH:32]=1)C.C(=O)([O-])[O-].[Na+].[Na+], predict the reaction product. The product is: [N:29]1[CH:30]=[CH:31][CH:32]=[C:27]([C:2]2[CH:7]=[CH:6][CH:5]=[CH:4][C:3]=2[C:8]2[CH:13]=[CH:12][C:11]([CH2:14][N:15]3[C:23]4[C:18](=[CH:19][CH:20]=[CH:21][CH:22]=4)[CH:17]=[CH:16]3)=[CH:10][CH:9]=2)[CH:28]=1. (3) Given the reactants [NH2:1][C:2]1[N:7]=[CH:6][C:5]([O:8][C:9]2[CH:14]=[CH:13][N:12]=[C:11]([C:15]([NH2:17])=[O:16])[CH:10]=2)=[CH:4][CH:3]=1.[CH3:18][N:19]1[C:23]([CH3:24])=[C:22]([C:25](O)=[O:26])[C:21](=[O:28])[N:20]1[C:29]1[CH:34]=[CH:33][CH:32]=[CH:31][CH:30]=1.CCN=C=NCCCN(C)C.C1C=NC2N(O)N=NC=2C=1, predict the reaction product. The product is: [CH3:18][N:19]1[C:23]([CH3:24])=[C:22]([C:25]([NH:1][C:2]2[N:7]=[CH:6][C:5]([O:8][C:9]3[CH:14]=[CH:13][N:12]=[C:11]([C:15]([NH2:17])=[O:16])[CH:10]=3)=[CH:4][CH:3]=2)=[O:26])[C:21](=[O:28])[N:20]1[C:29]1[CH:34]=[CH:33][CH:32]=[CH:31][CH:30]=1. (4) The product is: [NH2:6][C:5]1[CH:7]=[CH:8][C:2]([C:12]2[N:11]([CH3:10])[C:15]([C:16]#[N:17])=[CH:14][CH:13]=2)=[CH:3][C:4]=1[F:9]. Given the reactants Br[C:2]1[CH:8]=[CH:7][C:5]([NH2:6])=[C:4]([F:9])[CH:3]=1.[CH3:10][N:11]1[C:15]([C:16]#[N:17])=[CH:14][CH:13]=[C:12]1B(O)O.[F-].[K+], predict the reaction product. (5) Given the reactants [Cl:1][C:2]1[CH:3]=[C:4]([C@@H:10]([CH2:14][CH:15]2[CH2:18][C:17](=[O:19])[CH2:16]2)[C:11]([OH:13])=[O:12])[CH:5]=[CH:6][C:7]=1SC.[S:20]([O-:25])(O[O-])(=O)=[O:21].[K+].[K+].[Mn]([O-])(=O)(=O)=O.[K+].[CH3:34]C(C)=O, predict the reaction product. The product is: [Cl:1][C:2]1[CH:3]=[C:4]([C@@H:10]([CH2:14][CH:15]2[CH2:16][C:17](=[O:19])[CH2:18]2)[C:11]([OH:13])=[O:12])[CH:5]=[CH:6][C:7]=1[S:20]([CH3:34])(=[O:25])=[O:21].